The task is: Predict the product of the given reaction.. This data is from Forward reaction prediction with 1.9M reactions from USPTO patents (1976-2016). (1) Given the reactants [CH2:1]([O:8][C:9]([C:11]1[CH:12]=[C:13](C(O)=O)[N:14]2[C:19]=1[CH:18]=[CH:17][CH:16]=[CH:15]2)=[O:10])[C:2]1[CH:7]=[CH:6][CH:5]=[CH:4][CH:3]=1.C(OC1C=C2C(=CC=1)[N:32]([C:36](N)=[O:37])C=C2N=C=O)C=C, predict the reaction product. The product is: [CH2:1]([O:8][C:9]([C:11]1[CH:12]=[C:13]([N:32]=[C:36]=[O:37])[N:14]2[C:19]=1[CH:18]=[CH:17][CH:16]=[CH:15]2)=[O:10])[C:2]1[CH:3]=[CH:4][CH:5]=[CH:6][CH:7]=1. (2) Given the reactants [Cl:1][C:2]1[CH:10]=[CH:9][CH:8]=[C:7]2[C:3]=1[C:4]([C:15]([OH:17])=O)=[CH:5][N:6]2[CH2:11][CH2:12][O:13][CH3:14].[F:18][C:19]([F:29])([F:28])[C:20]1[CH:27]=[CH:26][CH:25]=[CH:24][C:21]=1[CH2:22][NH2:23].CCN(CC)CC.N1(O)C2C=CC=CC=2N=N1.C(Cl)CCl, predict the reaction product. The product is: [F:18][C:19]([F:28])([F:29])[C:20]1[CH:27]=[CH:26][CH:25]=[CH:24][C:21]=1[CH2:22][NH:23][C:15]([C:4]1[C:3]2[C:7](=[CH:8][CH:9]=[CH:10][C:2]=2[Cl:1])[N:6]([CH2:11][CH2:12][O:13][CH3:14])[CH:5]=1)=[O:17]. (3) Given the reactants [Cl:1][C:2]1[CH:3]=[C:4]([C:8]2[O:12][N:11]=[C:10]([C@H:13]([OH:15])[CH3:14])[CH:9]=2)[CH:5]=[CH:6][CH:7]=1.CS([C:20]1[N:21]([CH3:31])[C:22]([C:25]2[CH:30]=[CH:29][N:28]=[CH:27][CH:26]=2)=[N:23][N:24]=1)(=O)=O.C(=O)([O-])[O-].[Cs+].[Cs+].O, predict the reaction product. The product is: [Cl:1][C:2]1[CH:3]=[C:4]([C:8]2[O:12][N:11]=[C:10]([C@H:13]([O:15][C:20]3[N:21]([CH3:31])[C:22]([C:25]4[CH:30]=[CH:29][N:28]=[CH:27][CH:26]=4)=[N:23][N:24]=3)[CH3:14])[CH:9]=2)[CH:5]=[CH:6][CH:7]=1. (4) Given the reactants [CH2:1]([NH:3][C:4](=[O:24])[C:5]1[CH:10]=[CH:9][C:8]([CH3:11])=[C:7]([N:12]2[CH:21]=[CH:20][C:19]3[C:14](=[CH:15][C:16]([OH:22])=[CH:17][CH:18]=3)[C:13]2=[O:23])[CH:6]=1)[CH3:2].Br[CH2:26][CH2:27][Cl:28].[C:29](=O)([O-])[O-].[K+].[K+], predict the reaction product. The product is: [Cl:28][CH2:27][CH2:26][O:22][C:16]1[CH:15]=[C:14]2[C:19]([CH:20]=[CH:21][N:12]([C:7]3[CH:6]=[C:5]([CH:10]=[CH:9][C:8]=3[CH3:11])[C:4]([NH:3][CH:1]3[CH2:29][CH2:2]3)=[O:24])[C:13]2=[O:23])=[CH:18][CH:17]=1. (5) Given the reactants Br[C:2]1[CH:3]=[C:4]2[C:10]([CH3:12])([CH3:11])[C:9]([CH3:13])=[N:8][C:5]2=[N:6][CH:7]=1.[C:14]1(B(O)O)[CH:19]=[CH:18][CH:17]=[CH:16][CH:15]=1.C(=O)([O-])[O-].[K+].[K+], predict the reaction product. The product is: [C:14]1([C:2]2[CH:3]=[C:4]3[C:10]([CH3:12])([CH3:11])[C:9]([CH3:13])=[N:8][C:5]3=[N:6][CH:7]=2)[CH:19]=[CH:18][CH:17]=[CH:16][CH:15]=1. (6) Given the reactants [CH3:1][C:2]([Si:5]([CH3:37])([CH3:36])[O:6][CH2:7][C@@H:8]([O:10][C:11]1[CH:12]=[C:13]([CH:25]=[C:26]([O:28]CC2C=CC=CC=2)[CH:27]=1)[C:14]([NH:16][C:17]1[CH:21]=[CH:20][N:19]([CH:22]([CH3:24])[CH3:23])[N:18]=1)=[O:15])[CH3:9])([CH3:4])[CH3:3], predict the reaction product. The product is: [CH3:1][C:2]([Si:5]([CH3:37])([CH3:36])[O:6][CH2:7][C@@H:8]([O:10][C:11]1[CH:12]=[C:13]([CH:25]=[C:26]([OH:28])[CH:27]=1)[C:14]([NH:16][C:17]1[CH:21]=[CH:20][N:19]([CH:22]([CH3:24])[CH3:23])[N:18]=1)=[O:15])[CH3:9])([CH3:4])[CH3:3].